From a dataset of Reaction yield outcomes from USPTO patents with 853,638 reactions. Predict the reaction yield, written as a fraction of the theoretical maximum amount of product (1.0 means a 100% yield; for example, 0.34 means a 34% yield). The catalyst is O.CO. The yield is 0.550. The reactants are [CH2:1]([N:8]1[C:17](=[O:18])[C:16]2[C:11](=[CH:12][CH:13]=[CH:14][CH:15]=2)[C:10]([CH2:19][C:20]2[C:28]3[C:23](=[CH:24][CH:25]=[C:26]([Cl:29])[CH:27]=3)[N:22]([CH2:30][C:31]([O:33]C)=[O:32])[C:21]=2[CH3:35])=[N:9]1)[C:2]1[CH:7]=[CH:6][CH:5]=[CH:4][CH:3]=1.C1COCC1.[OH-].[Li+].Cl. The product is [CH2:1]([N:8]1[C:17](=[O:18])[C:16]2[C:11](=[CH:12][CH:13]=[CH:14][CH:15]=2)[C:10]([CH2:19][C:20]2[C:28]3[C:23](=[CH:24][CH:25]=[C:26]([Cl:29])[CH:27]=3)[N:22]([CH2:30][C:31]([OH:33])=[O:32])[C:21]=2[CH3:35])=[N:9]1)[C:2]1[CH:7]=[CH:6][CH:5]=[CH:4][CH:3]=1.